This data is from Full USPTO retrosynthesis dataset with 1.9M reactions from patents (1976-2016). The task is: Predict the reactants needed to synthesize the given product. (1) Given the product [Cl:3][C:4]1[N:5]=[C:6]([Cl:13])[C:7]2[CH:12]=[CH:11][N:10]([CH2:19][O:18][CH2:17][CH2:16][Si:15]([CH3:22])([CH3:21])[CH3:14])[C:8]=2[N:9]=1, predict the reactants needed to synthesize it. The reactants are: [H-].[Na+].[Cl:3][C:4]1[N:5]=[C:6]([Cl:13])[C:7]2[CH:12]=[CH:11][NH:10][C:8]=2[N:9]=1.[CH3:14][Si:15]([CH3:22])([CH3:21])[CH2:16][CH2:17][O:18][CH2:19]Cl.O. (2) The reactants are: [OH:1][CH:2]([CH2:10][CH2:11][CH:12]=[CH2:13])[CH:3]([CH3:9])[C:4]([O:6]CC)=[O:5]. Given the product [OH:1][CH:2]([CH2:10][CH2:11][CH:12]=[CH2:13])[CH:3]([CH3:9])[C:4]([OH:6])=[O:5], predict the reactants needed to synthesize it. (3) Given the product [O:17]1[CH2:18][CH2:19][N:14]([C:4]2[N:5]=[C:6]([N:8]3[CH2:13][CH2:12][O:11][CH2:10][CH2:9]3)[N:7]=[C:2]([C:26]3[CH:27]=[C:22]([CH:23]=[CH:24][CH:25]=3)[C:20]#[N:21])[N:3]=2)[CH2:15][CH2:16]1, predict the reactants needed to synthesize it. The reactants are: Cl[C:2]1[N:7]=[C:6]([N:8]2[CH2:13][CH2:12][O:11][CH2:10][CH2:9]2)[N:5]=[C:4]([N:14]2[CH2:19][CH2:18][O:17][CH2:16][CH2:15]2)[N:3]=1.[C:20]([C:22]1[CH:23]=[C:24](B2OC(C)(C)C(C)(C)O2)[CH:25]=[CH:26][CH:27]=1)#[N:21].